Task: Predict the reactants needed to synthesize the given product.. Dataset: Full USPTO retrosynthesis dataset with 1.9M reactions from patents (1976-2016) (1) Given the product [Cl:23][C:10]1[C:9]2[C:4](=[CH:5][CH:6]=[C:7]([C:24]([C:26]3[N:30]([CH3:31])[CH:29]=[N:28][CH:27]=3)=[O:25])[CH:8]=2)[N:3]=[C:2]([O:33][CH3:32])[C:11]=1[CH2:12][C:13]1[CH:18]=[CH:17][C:16]([S:19]([CH3:22])(=[O:21])=[O:20])=[CH:15][CH:14]=1, predict the reactants needed to synthesize it. The reactants are: Cl[C:2]1[C:11]([CH2:12][C:13]2[CH:18]=[CH:17][C:16]([S:19]([CH3:22])(=[O:21])=[O:20])=[CH:15][CH:14]=2)=[C:10]([Cl:23])[C:9]2[C:4](=[CH:5][CH:6]=[C:7]([C:24]([C:26]3[N:30]([CH3:31])[CH:29]=[N:28][CH:27]=3)=[O:25])[CH:8]=2)[N:3]=1.[CH3:32][O-:33].[Na+]. (2) Given the product [C:23]([NH:27][S:28]([C:31]1[CH:36]=[C:35]([C:2]2[CH:7]=[CH:6][CH:5]=[C:4]([C:8]3[N:13]=[C:12]([C:14]4[CH:19]=[CH:18][C:17]([Cl:20])=[C:16]([CH3:21])[CH:15]=4)[CH:11]=[C:10]([CH3:22])[N:9]=3)[CH:3]=2)[CH:34]=[CH:33][CH:32]=1)(=[O:30])=[O:29])([CH3:26])([CH3:24])[CH3:25], predict the reactants needed to synthesize it. The reactants are: Br[C:2]1[CH:3]=[C:4]([C:8]2[N:13]=[C:12]([C:14]3[CH:19]=[CH:18][C:17]([Cl:20])=[C:16]([CH3:21])[CH:15]=3)[CH:11]=[C:10]([CH3:22])[N:9]=2)[CH:5]=[CH:6][CH:7]=1.[C:23]([NH:27][S:28]([C:31]1[CH:32]=[C:33](B(O)O)[CH:34]=[CH:35][CH:36]=1)(=[O:30])=[O:29])([CH3:26])([CH3:25])[CH3:24]. (3) Given the product [Cl:1][C:2]1[CH:3]=[CH:4][C:5]([S:8]([N:11]2[CH:16]3[CH2:17][CH2:18][CH2:19][CH:12]2[CH:13]([CH2:31][CH3:32])[C:14](=[O:20])[CH2:15]3)(=[O:9])=[O:10])=[CH:6][CH:7]=1, predict the reactants needed to synthesize it. The reactants are: [Cl:1][C:2]1[CH:7]=[CH:6][C:5]([S:8]([N:11]2[CH:16]3[CH2:17][CH2:18][CH2:19][CH:12]2[CH2:13][C:14](=[O:20])[CH2:15]3)(=[O:10])=[O:9])=[CH:4][CH:3]=1.C[Si](C)(C)[N-][Si](C)(C)C.[Li+].[CH2:31]1COC[CH2:32]1. (4) Given the product [OH:2][C:3]1[CH:4]=[CH:5][C:6]([CH:9]=[C:10]([CH3:17])[CH2:11][C:12]([O:14][CH2:15][CH3:16])=[O:13])=[CH:7][CH:8]=1, predict the reactants needed to synthesize it. The reactants are: C[O:2][C:3]1[CH:8]=[CH:7][C:6]([CH:9]=[C:10]([CH3:17])[CH2:11][C:12]([O:14][CH2:15][CH3:16])=[O:13])=[CH:5][CH:4]=1.COC1C=CC(CC(CCC2C=CC=CC=2)CC(OC)=O)=CC=1. (5) Given the product [Cl:10][C:11]1[CH:16]=[C:15]([N+:17]([O-:19])=[O:18])[CH:14]=[C:13]([Cl:20])[C:12]=1[S:9][C:6]1[CH:7]=[CH:8][C:3]([O:2][CH3:1])=[CH:4][CH:5]=1, predict the reactants needed to synthesize it. The reactants are: [CH3:1][O:2][C:3]1[CH:8]=[CH:7][C:6]([SH:9])=[CH:5][CH:4]=1.[Cl:10][C:11]1[CH:16]=[C:15]([N+:17]([O-:19])=[O:18])[CH:14]=[C:13]([Cl:20])[C:12]=1F.C(=O)([O-])[O-].[K+].[K+].CN(C)C=O.